From a dataset of Reaction yield outcomes from USPTO patents with 853,638 reactions. Predict the reaction yield, written as a fraction of the theoretical maximum amount of product (1.0 means a 100% yield; for example, 0.34 means a 34% yield). (1) The reactants are [Cl:1][C:2]1[CH:7]=[C:6]([Cl:8])[CH:5]=[CH:4][N:3]=1.[Cl:9][C:10]1[CH:11]=[C:12](B(O)O)[CH:13]=[CH:14][CH:15]=1. No catalyst specified. The product is [ClH:1].[Cl:8][C:6]1[CH:5]=[CH:4][N:3]=[C:2]([C:14]2[CH:13]=[CH:12][CH:11]=[C:10]([Cl:9])[CH:15]=2)[CH:7]=1. The yield is 0.710. (2) The reactants are [Cl:1][C:2]1[CH:20]=[CH:19][CH:18]=[CH:17][C:3]=1[CH2:4][NH:5][C:6]1[N:7]=[CH:8][C:9]2[C:15](=O)[NH:14][CH:13]=[CH:12][C:10]=2[N:11]=1.[OH-].[Na+].O=P(Cl)(Cl)[Cl:25]. No catalyst specified. The product is [Cl:1][C:2]1[CH:20]=[CH:19][CH:18]=[CH:17][C:3]=1[CH2:4][NH:5][C:6]1[N:7]=[CH:8][C:9]2[C:15]([Cl:25])=[N:14][CH:13]=[CH:12][C:10]=2[N:11]=1. The yield is 1.00. (3) The reactants are C([Li])CCC.[F:6][C:7]([F:15])([F:14])[CH:8]([OH:13])[C:9](F)([F:11])[F:10].Cl[CH:17]1[CH2:22][CH2:21][CH2:20][CH2:19][C:18]1=[O:23].Cl.[OH-:25].[Na+]. The catalyst is CCCCCC.O1CCCC1. The product is [F:10][C:9]1([F:11])[C:18]2([OH:23])[CH2:19][CH2:20][CH2:21][CH2:22][CH:17]2[O:13][C:8]1([C:7]([F:15])([F:14])[F:6])[OH:25]. The yield is 0.630.